The task is: Regression/Classification. Given a drug SMILES string, predict its toxicity properties. Task type varies by dataset: regression for continuous values (e.g., LD50, hERG inhibition percentage) or binary classification for toxic/non-toxic outcomes (e.g., AMES mutagenicity, cardiotoxicity, hepatotoxicity). Dataset: herg_karim.. This data is from hERG potassium channel inhibition data for cardiac toxicity prediction from Karim et al.. (1) The molecule is CC(C)c1nnc2ccc(-c3ocnc3-c3ccc(F)cc3)cn12. The result is 1 (blocker). (2) The molecule is NC1(C(=O)NC(CCN2CCCCC2)c2ccc(Cl)cc2)CCCN(c2ncnc3[nH]ccc23)C1. The result is 0 (non-blocker). (3) The drug is O=C(c1ccccn1)[C@@]12C[C@H]3C=NN(c4ccc(F)cc4)[C@H]3C=C1CCN(S(=O)(=O)c1ccc(F)cc1)C2. The result is 1 (blocker). (4) The molecule is Cc1nc(-c2cccnc2)sc1-c1ccc2cc(CCN3CCC[C@H]3C)ccc2n1. The result is 1 (blocker). (5) The compound is NC(CC(=O)N1CCC[C@H]1C(=O)NCc1ccc(C(F)(F)F)cc1)Cc1ccccc1F.O=C(O)C(F)(F)F. The result is 1 (blocker). (6) The molecule is C[C@@H](c1ncncc1F)[C@](O)(Cn1cncn1)c1ccc(F)cc1F. The result is 0 (non-blocker). (7) The drug is CC(C)OC(=O)CCCC=CC[C@H]1[C@@H](O)C[C@@H](O)[C@@H]1C=C[C@@H](O)COc1cccc(C(F)(F)F)c1. The result is 0 (non-blocker).